This data is from Full USPTO retrosynthesis dataset with 1.9M reactions from patents (1976-2016). The task is: Predict the reactants needed to synthesize the given product. (1) Given the product [CH3:1][O:2][C:3](=[O:49])[CH2:4][C@H:5]([OH:41])[CH2:6][C:7](=[O:40])[CH:8]=[CH:9][C:10]1[N:11]([CH:37]([CH3:38])[CH3:39])[C:12]([C:28](=[O:36])[NH:29][C:30]2[CH:35]=[CH:34][CH:33]=[CH:32][CH:31]=2)=[C:13]([C:22]2[CH:27]=[CH:26][CH:25]=[CH:24][CH:23]=2)[C:14]=1[C:15]1[CH:20]=[CH:19][C:18]([F:21])=[CH:17][CH:16]=1, predict the reactants needed to synthesize it. The reactants are: [CH3:1][O:2][C:3](=[O:49])[CH2:4][C@H:5]([O:41][Si](C(C)(C)C)(C)C)[CH2:6][C:7](=[O:40])[CH:8]=[CH:9][C:10]1[N:11]([CH:37]([CH3:39])[CH3:38])[C:12]([C:28](=[O:36])[NH:29][C:30]2[CH:35]=[CH:34][CH:33]=[CH:32][CH:31]=2)=[C:13]([C:22]2[CH:27]=[CH:26][CH:25]=[CH:24][CH:23]=2)[C:14]=1[C:15]1[CH:20]=[CH:19][C:18]([F:21])=[CH:17][CH:16]=1.F. (2) Given the product [CH2:12]([O:11][C:9]([C:8]1([CH3:18])[C:4]2([CH2:5][CH2:6][CH2:7][C:2]([CH3:15])([CH3:1])[CH2:3]2)[CH2:14]1)=[O:10])[CH3:13], predict the reactants needed to synthesize it. The reactants are: [CH3:1][C:2]1([CH3:15])[CH2:7][CH2:6][CH2:5][C:4](=[C:8]([CH3:14])[C:9]([O:11][CH2:12][CH3:13])=[O:10])[CH2:3]1.BrBr.[CH3:18]C(O)=O. (3) Given the product [Cl:15][C:7]1[CH:6]=[C:5]([CH2:3][OH:2])[C:13]2[O:12][C:11](=[O:14])[NH:10][C:9]=2[CH:8]=1, predict the reactants needed to synthesize it. The reactants are: C[O:2][C:3]([C:5]1[C:13]2[O:12][C:11](=[O:14])[NH:10][C:9]=2[CH:8]=[C:7]([Cl:15])[CH:6]=1)=O.O1CCCC1.[Li+].[BH4-]. (4) Given the product [Cl:2][CH2:3][C:4](=[N:5][S:25]([C:22]1[CH:23]=[CH:24][C:19]([CH3:29])=[CH:20][CH:21]=1)(=[O:27])=[O:26])[N:6]1[CH2:11][CH2:10][O:9][CH2:8][CH2:7]1, predict the reactants needed to synthesize it. The reactants are: [Cl-].[Cl:2][CH2:3][C:4]([N:6]1[CH2:11][CH2:10][O:9][CH2:8][CH2:7]1)=[NH2+:5].C(N(CC)CC)C.[C:19]1([CH3:29])[CH:24]=[CH:23][C:22]([S:25](Cl)(=[O:27])=[O:26])=[CH:21][CH:20]=1. (5) The reactants are: Cl[C:2]1[CH:7]=[C:6]([O:8][C:9]2[CH:10]=[CH:11][C:12]([NH:15][C:16]([N:18]3[CH2:22][CH2:21][N:20]([CH:23]4[CH2:28][CH2:27][O:26][CH2:25][CH2:24]4)[C:19]3=[O:29])=[O:17])=[N:13][CH:14]=2)[CH:5]=[CH:4][N:3]=1.[CH2:30]([N:32]1[CH:36]=[C:35](B2OC(C)(C)C(C)(C)O2)[CH:34]=[N:33]1)[CH3:31].C([O-])([O-])=O.[K+].[K+]. Given the product [CH2:30]([N:32]1[CH:36]=[C:35]([C:2]2[CH:7]=[C:6]([O:8][C:9]3[CH:10]=[CH:11][C:12]([NH:15][C:16]([N:18]4[CH2:22][CH2:21][N:20]([CH:23]5[CH2:28][CH2:27][O:26][CH2:25][CH2:24]5)[C:19]4=[O:29])=[O:17])=[N:13][CH:14]=3)[CH:5]=[CH:4][N:3]=2)[CH:34]=[N:33]1)[CH3:31], predict the reactants needed to synthesize it. (6) The reactants are: [F:1][CH:2]([C:5]1[CH:6]=[C:7]([CH:30]=[CH:31][CH:32]=1)[CH2:8][N:9]1[CH2:29][CH2:28][C:12]2([O:17][CH2:16][CH2:15][N:14]([C:18]([C:20]3[N:21]=[C:22]([CH:25]([CH3:27])[CH3:26])[S:23][CH:24]=3)=[O:19])[CH2:13]2)[CH2:11][CH2:10]1)[CH2:3][OH:4].FC(F)(F)C(O)=O.CC(OI1(OC(C)=O)(OC(C)=O)OC(=O)C2C=CC=CC1=2)=O. Given the product [F:1][CH:2]([C:5]1[CH:32]=[CH:31][CH:30]=[C:7]([CH2:8][N:9]2[CH2:29][CH2:28][C:12]3([O:17][CH2:16][CH2:15][N:14]([C:18]([C:20]4[N:21]=[C:22]([CH:25]([CH3:26])[CH3:27])[S:23][CH:24]=4)=[O:19])[CH2:13]3)[CH2:11][CH2:10]2)[CH:6]=1)[CH:3]=[O:4], predict the reactants needed to synthesize it. (7) The reactants are: [CH2:1]([C@H:8]1[N:13]([C:14]([C:16]2[N:17]=[CH:18][N:19]([C@H:27]3[CH2:32][CH2:31][CH2:30][CH2:29][C@H:28]3[OH:33])[C:20]=2[C:21]2[CH:26]=[CH:25][CH:24]=[CH:23][CH:22]=2)=[O:15])[CH2:12][CH2:11][N:10](C(OC(C)(C)C)=O)[CH2:9]1)[C:2]1[CH:7]=[CH:6][CH:5]=[CH:4][CH:3]=1.C(O)(C(F)(F)F)=O.C(=O)([O-])O.[Na+]. Given the product [CH2:1]([C@@H:8]1[CH2:9][NH:10][CH2:11][CH2:12][N:13]1[C:14]([C:16]1[N:17]=[CH:18][N:19]([C@H:27]2[CH2:32][CH2:31][CH2:30][CH2:29][C@H:28]2[OH:33])[C:20]=1[C:21]1[CH:26]=[CH:25][CH:24]=[CH:23][CH:22]=1)=[O:15])[C:2]1[CH:7]=[CH:6][CH:5]=[CH:4][CH:3]=1, predict the reactants needed to synthesize it. (8) Given the product [NH:1]1[C:9]2[C:4](=[CH:5][C:6]([CH:10]([C:17]3[CH:18]=[CH:19][CH:20]=[CH:21][CH:22]=3)[C:11]([CH3:15])([CH3:16])[C:12]([NH:23][C:24]3[S:25][CH:26]=[CH:27][N:28]=3)=[O:14])=[CH:7][CH:8]=2)[CH:3]=[CH:2]1, predict the reactants needed to synthesize it. The reactants are: [NH:1]1[C:9]2[C:4](=[CH:5][C:6]([CH:10]([C:17]3[CH:22]=[CH:21][CH:20]=[CH:19][CH:18]=3)[C:11]([CH3:16])([CH3:15])[C:12]([OH:14])=O)=[CH:7][CH:8]=2)[CH:3]=[CH:2]1.[NH2:23][C:24]1[S:25][CH:26]=[CH:27][N:28]=1.C(N(C(C)C)CC)(C)C.CN(C(ON1N=NC2C=CC=NC1=2)=[N+](C)C)C.F[P-](F)(F)(F)(F)F.